Task: Predict the reactants needed to synthesize the given product.. Dataset: Full USPTO retrosynthesis dataset with 1.9M reactions from patents (1976-2016) (1) Given the product [C:1]([N:4]1[C:13]2[C:8](=[CH:9][C:10]([C:32]3[CH:37]=[CH:36][CH:35]=[CH:34][N:33]=3)=[CH:11][CH:12]=2)[C@H:7]([NH:23][C:24](=[O:29])[O:25][CH:26]([CH3:28])[CH3:27])[CH2:6][C@@H:5]1[CH3:30])(=[O:3])[CH3:2], predict the reactants needed to synthesize it. The reactants are: [C:1]([N:4]1[C:13]2[C:8](=[CH:9][C:10](B3OC(C)(C)C(C)(C)O3)=[CH:11][CH:12]=2)[C@H:7]([NH:23][C:24](=[O:29])[O:25][CH:26]([CH3:28])[CH3:27])[CH2:6][C@@H:5]1[CH3:30])(=[O:3])[CH3:2].Cl[C:32]1[CH:37]=[CH:36][CH:35]=[CH:34][N:33]=1.C(=O)([O-])[O-].[K+].[K+]. (2) Given the product [Br:1][C:2]1[CH:7]=[N:6][C:5]([S:10][CH3:9])=[CH:4][N:3]=1, predict the reactants needed to synthesize it. The reactants are: [Br:1][C:2]1[CH:7]=[N:6][C:5](Br)=[CH:4][N:3]=1.[CH3:9][S-:10].[Na+]. (3) Given the product [C:45]([OH:57])(=[O:56])[CH2:46][C:47]([CH2:52][C:53]([OH:55])=[O:54])([C:49]([OH:51])=[O:50])[OH:48].[F:44][C:2]([F:1])([F:43])[C:3]1[CH:4]=[C:5]([C:13]([CH3:41])([CH3:42])[C:14]([N:16]([CH3:40])[C:17]2[C:18]([C:32]3[CH:37]=[CH:36][C:35]([F:38])=[CH:34][C:33]=3[CH3:39])=[CH:19][C:20]([C@@H:23]3[NH:27][C@@:26]([CH3:31])([C:28]([NH2:30])=[O:29])[CH2:25][CH2:24]3)=[N:21][CH:22]=2)=[O:15])[CH:6]=[C:7]([C:9]([F:10])([F:11])[F:12])[CH:8]=1, predict the reactants needed to synthesize it. The reactants are: [F:1][C:2]([F:44])([F:43])[C:3]1[CH:4]=[C:5]([C:13]([CH3:42])([CH3:41])[C:14]([N:16]([CH3:40])[C:17]2[C:18]([C:32]3[CH:37]=[CH:36][C:35]([F:38])=[CH:34][C:33]=3[CH3:39])=[CH:19][C:20]([C@@H:23]3[NH:27][C@@:26]([CH3:31])([C:28]([NH2:30])=[O:29])[CH2:25][CH2:24]3)=[N:21][CH:22]=2)=[O:15])[CH:6]=[C:7]([C:9]([F:12])([F:11])[F:10])[CH:8]=1.[C:45]([OH:57])(=[O:56])[CH2:46][C:47]([CH2:52][C:53]([OH:55])=[O:54])([C:49]([OH:51])=[O:50])[OH:48]. (4) The reactants are: [Cl:1][C:2]1[C:3]([N:17]2[CH2:22][CH2:21][CH:20]([C:23]3[CH:32]=[CH:31][CH:30]=[CH:29][C:24]=3[C:25]([O:27][CH3:28])=[O:26])[CH2:19][CH2:18]2)=[CH:4][N:5]=[N:6][C:7]=1[NH:8][NH:9][C:10](=O)[CH2:11][C:12]([F:15])([F:14])[F:13].P(Cl)(Cl)(Cl)=O. Given the product [Cl:1][C:2]1[C:7]2[N:6]([C:10]([CH2:11][C:12]([F:15])([F:14])[F:13])=[N:9][N:8]=2)[N:5]=[CH:4][C:3]=1[N:17]1[CH2:22][CH2:21][CH:20]([C:23]2[CH:32]=[CH:31][CH:30]=[CH:29][C:24]=2[C:25]([O:27][CH3:28])=[O:26])[CH2:19][CH2:18]1, predict the reactants needed to synthesize it. (5) The reactants are: N1C=CC=CC=1.F.[CH3:8][O:9][C:10](=[O:47])[CH2:11][S:12][CH2:13][CH2:14][CH2:15][S:16][C@H:17]1[C:21](=[O:22])[CH2:20][C@@H:19]([O:23][Si](C(C)(C)C)(C)C)[C@@H:18]1/[CH:31]=[CH:32]/[C@@H:33]([O:39][Si](C(C)(C)C)(C)C)[CH2:34][CH2:35][CH2:36][CH2:37][CH3:38]. Given the product [CH3:8][O:9][C:10](=[O:47])[CH2:11][S:12][CH2:13][CH2:14][CH2:15][S:16][C@H:17]1[C:21](=[O:22])[CH2:20][C@@H:19]([OH:23])[C@@H:18]1/[CH:31]=[CH:32]/[C@@H:33]([OH:39])[CH2:34][CH2:35][CH2:36][CH2:37][CH3:38], predict the reactants needed to synthesize it. (6) Given the product [CH2:1]([NH:8][C@H:9]1[CH2:13][CH2:12][C@@H:11]([C:14]2[C:22]3[C:17](=[CH:18][CH:19]=[C:20]([F:23])[CH:21]=3)[NH:16][CH:15]=2)[CH2:25][CH2:10]1)[C:2]1[CH:3]=[CH:4][CH:5]=[CH:6][CH:7]=1, predict the reactants needed to synthesize it. The reactants are: [CH2:1]([NH:8][CH:9]1[CH2:13][CH2:12][CH:11]([C:14]2[C:22]3[C:17](=[CH:18][CH:19]=[C:20]([F:23])[CH:21]=3)[NH:16][CH:15]=2)[CH2:10]1)[C:2]1[CH:7]=[CH:6][CH:5]=[CH:4][CH:3]=1.F[C:25]1C=C2C(=CC=1)NC=C2C1CCC(=O)CC1.C(N)C1C=CC=CC=1.